Dataset: Reaction yield outcomes from USPTO patents with 853,638 reactions. Task: Predict the reaction yield, written as a fraction of the theoretical maximum amount of product (1.0 means a 100% yield; for example, 0.34 means a 34% yield). (1) The reactants are Br[C:2]1[C:3]([NH:9][C:10]([C:12]2[CH:13]=[N:14][N:15]3[CH:20]=[CH:19][CH:18]=[N:17][C:16]=23)=[O:11])=[CH:4][C:5]([CH3:8])=[N:6][CH:7]=1.[Cl:21][C:22]1[CH:27]=[CH:26][C:25]([Cl:28])=[CH:24][C:23]=1B(O)O.C(=O)([O-])[O-].[Na+].[Na+]. The catalyst is Cl[Pd](Cl)([P](C1C=CC=CC=1)(C1C=CC=CC=1)C1C=CC=CC=1)[P](C1C=CC=CC=1)(C1C=CC=CC=1)C1C=CC=CC=1.C(#N)C. The product is [Cl:21][C:22]1[CH:27]=[CH:26][C:25]([Cl:28])=[CH:24][C:23]=1[C:2]1[C:3]([NH:9][C:10]([C:12]2[CH:13]=[N:14][N:15]3[CH:20]=[CH:19][CH:18]=[N:17][C:16]=23)=[O:11])=[CH:4][C:5]([CH3:8])=[N:6][CH:7]=1. The yield is 0.460. (2) The reactants are [C:1]1([N:7]2[C:11]([C:12]([F:15])([F:14])[F:13])=[CH:10][C:9]([NH:16][C:17](=[O:25])OC3C=CC=CC=3)=[N:8]2)[CH:6]=[CH:5][CH:4]=[CH:3][CH:2]=1.[CH3:26][O:27][C:28]1[CH:29]=[C:30]2[C:35](=[CH:36][C:37]=1[O:38][CH2:39][CH2:40][O:41][CH3:42])[N:34]=[CH:33][N:32]=[C:31]2[O:43][C:44]1[CH:45]=[C:46]([CH:48]=[CH:49][CH:50]=1)[NH2:47]. No catalyst specified. The product is [CH3:26][O:27][C:28]1[CH:29]=[C:30]2[C:35](=[CH:36][C:37]=1[O:38][CH2:39][CH2:40][O:41][CH3:42])[N:34]=[CH:33][N:32]=[C:31]2[O:43][C:44]1[CH:45]=[C:46]([NH:47][C:17]([NH:16][C:9]2[CH:10]=[C:11]([C:12]([F:13])([F:14])[F:15])[N:7]([C:1]3[CH:2]=[CH:3][CH:4]=[CH:5][CH:6]=3)[N:8]=2)=[O:25])[CH:48]=[CH:49][CH:50]=1. The yield is 0.580. (3) The reactants are [NH2:1][C:2]1[N:10]=[C:9]2[C:5]([NH:6][CH:7]=[N:8]2)=[C:4]([I:11])[N:3]=1.Br[CH2:13][C:14]([O:16][CH2:17][CH3:18])=[O:15].C(=O)([O-])[O-].[K+].[K+]. The catalyst is CN(C=O)C. The product is [CH2:17]([O:16][C:14](=[O:15])[CH2:13][N:8]1[CH:7]=[N:6][C:5]2[C:9]1=[N:10][C:2]([NH2:1])=[N:3][C:4]=2[I:11])[CH3:18]. The yield is 0.950.